This data is from Reaction yield outcomes from USPTO patents with 853,638 reactions. The task is: Predict the reaction yield, written as a fraction of the theoretical maximum amount of product (1.0 means a 100% yield; for example, 0.34 means a 34% yield). The reactants are [OH:1][C:2]1([C:7]([OH:9])=[O:8])[CH2:6][CH2:5][CH2:4][CH2:3]1.[CH3:10]O. The catalyst is OS(O)(=O)=O. The product is [OH:1][C:2]1([C:7]([O:9][CH3:10])=[O:8])[CH2:6][CH2:5][CH2:4][CH2:3]1. The yield is 0.920.